From a dataset of NCI-60 drug combinations with 297,098 pairs across 59 cell lines. Regression. Given two drug SMILES strings and cell line genomic features, predict the synergy score measuring deviation from expected non-interaction effect. Drug 1: CCCS(=O)(=O)NC1=C(C(=C(C=C1)F)C(=O)C2=CNC3=C2C=C(C=N3)C4=CC=C(C=C4)Cl)F. Drug 2: C1=NC(=NC(=O)N1C2C(C(C(O2)CO)O)O)N. Cell line: RXF 393. Synergy scores: CSS=18.4, Synergy_ZIP=-4.26, Synergy_Bliss=0.727, Synergy_Loewe=-11.7, Synergy_HSA=3.03.